Dataset: Forward reaction prediction with 1.9M reactions from USPTO patents (1976-2016). Task: Predict the product of the given reaction. The product is: [I:37][C:6]1[CH:7]=[C:8]2[C:3](=[CH:4][CH:5]=1)[C:2](=[O:1])[CH2:11][CH2:10][CH2:9]2. Given the reactants [O:1]=[C:2]1[CH2:11][CH2:10][CH2:9][C:8]2[CH:7]=[C:6](NC(=O)C)[CH:5]=[CH:4][C:3]1=2.S(O)(O)(=O)=O.NC1C=C2C(=CC=1)C(=O)CCC2.N([O-])=O.[Na+].[I-:37].[K+], predict the reaction product.